Dataset: Full USPTO retrosynthesis dataset with 1.9M reactions from patents (1976-2016). Task: Predict the reactants needed to synthesize the given product. (1) Given the product [CH:1]([C:4]1[CH2:5][C:6]([CH3:12])([CH:8]=[CH:9][CH:10]=1)[NH2:7])([CH3:2])[CH3:3], predict the reactants needed to synthesize it. The reactants are: [C:1]([C:4]1[C:5](C)=[C:6]([CH:8]=[CH:9][CH:10]=1)[NH2:7])([CH3:3])=[CH2:2].[CH3:12]O. (2) Given the product [Cl:8][C:5]1[CH:6]=[CH:7][C:2]([NH:1][CH:18]([C:27]2[CH:22]=[CH:23][CH:24]=[CH:25][N:26]=2)[C:19]2[C:15]([OH:16])=[C:10]3[C:11]([CH:12]=[CH:13][CH:14]=[N:9]3)=[CH:21][CH:20]=2)=[N:3][CH:4]=1, predict the reactants needed to synthesize it. The reactants are: [NH2:1][C:2]1[CH:7]=[CH:6][C:5]([Cl:8])=[CH:4][N:3]=1.[N:9]1[CH:14]=[CH:13][CH:12]=[CH:11][C:10]=1[CH:15]=[O:16].O[C:18]1[CH:19]=[CH:20][CH:21]=[C:22]2[C:27]=1[N:26]=[CH:25][CH:24]=[CH:23]2. (3) Given the product [CH2:51]([O:50][C:48](=[O:49])[C:47]([NH:45][NH:46][C:12]([C:9]1[NH:10][C:11]2[C:7]([CH:8]=1)=[CH:6][CH:5]=[CH:4][C:3]=2[N:2]([CH3:1])[S:15]([C:18]1[S:19][CH:20]=[CH:21][CH:22]=1)(=[O:16])=[O:17])=[O:13])=[O:53])[CH3:52], predict the reactants needed to synthesize it. The reactants are: [CH3:1][N:2]([S:15]([C:18]1[S:19][CH:20]=[CH:21][CH:22]=1)(=[O:17])=[O:16])[C:3]1[CH:4]=[CH:5][CH:6]=[C:7]2[C:11]=1[NH:10][C:9]([C:12](O)=[O:13])=[CH:8]2.N1(O)C2C=CC=CC=2N=N1.Cl.CN(C)CCCN=C=NCC.[NH:45]([C:47](=[O:53])[C:48]([O:50][CH2:51][CH3:52])=[O:49])[NH2:46]. (4) Given the product [NH2:4][C@@H:5]([CH2:9][CH2:10][CH2:11][C:12]([CH3:17])([N+:14]([O-:16])=[O:15])[CH3:13])[C:6]([OH:8])=[O:7], predict the reactants needed to synthesize it. The reactants are: C([NH:4][CH:5]([CH2:9][CH2:10][CH2:11][C:12]([CH3:17])([N+:14]([O-:16])=[O:15])[CH3:13])[C:6]([OH:8])=[O:7])(=O)C.[OH-].[Na+].Cl. (5) The reactants are: [CH3:1][CH:2]([CH2:5][OH:6])[CH2:3][OH:4].S(=O)(=O)(O)O.[CH3:12][C:13]([C:15]1(C=O)[CH2:17][CH2:16]1)=[O:14].[Na].[C:21](=O)([O-])O.[Na+]. Given the product [CH:15]1([C:13](=[O:14])[CH2:12][CH:21]2[O:6][CH2:5][CH:2]([CH3:1])[CH2:3][O:4]2)[CH2:16][CH2:17]1, predict the reactants needed to synthesize it. (6) Given the product [CH3:17][O:18][C:19](=[O:31])[C@@H:20]([NH:30][C:13]([C:4]1[CH:3]=[C:2]([OH:1])[N:6]([C:7]2[CH:8]=[CH:9][CH:10]=[CH:11][CH:12]=2)[N:5]=1)=[O:15])[CH2:21][CH2:22][C:23]([O:25][C:26]([CH3:27])([CH3:28])[CH3:29])=[O:24], predict the reactants needed to synthesize it. The reactants are: [OH:1][C:2]1[N:6]([C:7]2[CH:12]=[CH:11][CH:10]=[CH:9][CH:8]=2)[N:5]=[C:4]([C:13]([OH:15])=O)[CH:3]=1.Cl.[CH3:17][O:18][C:19](=[O:31])[C@@H:20]([NH2:30])[CH2:21][CH2:22][C:23]([O:25][C:26]([CH3:29])([CH3:28])[CH3:27])=[O:24].C(N(CC)CC)C.CN(C(ON1N=NC2C=CC=NC1=2)=[N+](C)C)C.F[P-](F)(F)(F)(F)F. (7) Given the product [CH3:71][O:72][C:73](=[O:77])[CH2:74][CH2:75][NH:76][C:39](=[O:40])[C:38]1[CH:42]=[CH:43][C:35]([CH:34]([CH:32]2[CH2:31][C:30]([CH3:29])([CH3:57])[CH2:33]2)[NH:44][C:45]2[C:54]([CH3:55])=[CH:53][C:52]3[C:47](=[CH:48][CH:49]=[C:50]([F:56])[CH:51]=3)[N:46]=2)=[CH:36][CH:37]=1, predict the reactants needed to synthesize it. The reactants are: CC1(C)CC(C(NC2C=NC3C(C=2)=CC(F)=CC=3)C2C=CC(C(O)=O)=CC=2)C1.[CH3:29][C:30]1([CH3:57])[CH2:33][CH:32]([CH:34]([NH:44][C:45]2[C:54]([CH3:55])=[CH:53][C:52]3[C:47](=[CH:48][CH:49]=[C:50]([F:56])[CH:51]=3)[N:46]=2)[C:35]2[CH:43]=[CH:42][C:38]([C:39](O)=[O:40])=[CH:37][CH:36]=2)[CH2:31]1.Cl.CN(C)CCCN=C=NCC.Cl.[CH3:71][O:72][C:73](=[O:77])[CH2:74][CH2:75][NH2:76].C(N(CC)CC)C.